Predict the product of the given reaction. From a dataset of Forward reaction prediction with 1.9M reactions from USPTO patents (1976-2016). (1) Given the reactants [CH3:1][C:2]1([CH3:27])[N:11]([CH3:12])[CH2:10][C:9]2[C:8]([N:13]3[CH2:18][CH2:17][O:16][CH2:15][CH2:14]3)=[N:7][C:6]3[S:19][C:20]4[C:25](=O)[NH:24][CH:23]=[N:22][C:21]=4[C:5]=3[C:4]=2[CH2:3]1.P(Cl)(Cl)([Cl:30])=O, predict the reaction product. The product is: [Cl:30][C:25]1[C:20]2[S:19][C:6]3[N:7]=[C:8]([N:13]4[CH2:14][CH2:15][O:16][CH2:17][CH2:18]4)[C:9]4[CH2:10][N:11]([CH3:12])[C:2]([CH3:1])([CH3:27])[CH2:3][C:4]=4[C:5]=3[C:21]=2[N:22]=[CH:23][N:24]=1. (2) Given the reactants [OH:1][CH2:2][C:3]1[C:8]([CH3:9])=[CH:7][C:6]([NH:10][C:11]([CH2:13][CH2:14][N:15]2[CH2:20][CH2:19][CH:18]([O:21][C:22](=[O:36])[NH:23][C:24]3[CH:29]=[CH:28][CH:27]=[CH:26][C:25]=3[C:30]3[CH:35]=[CH:34][CH:33]=[CH:32][CH:31]=3)[CH2:17][CH2:16]2)=[O:12])=[C:5]([CH3:37])[CH:4]=1.CS(C)=O.C(N(C(C)C)CC)(C)C.O, predict the reaction product. The product is: [CH:2]([C:3]1[C:8]([CH3:9])=[CH:7][C:6]([NH:10][C:11]([CH2:13][CH2:14][N:15]2[CH2:16][CH2:17][CH:18]([O:21][C:22](=[O:36])[NH:23][C:24]3[CH:29]=[CH:28][CH:27]=[CH:26][C:25]=3[C:30]3[CH:35]=[CH:34][CH:33]=[CH:32][CH:31]=3)[CH2:19][CH2:20]2)=[O:12])=[C:5]([CH3:37])[CH:4]=1)=[O:1].